Regression. Given a peptide amino acid sequence and an MHC pseudo amino acid sequence, predict their binding affinity value. This is MHC class II binding data. From a dataset of Peptide-MHC class II binding affinity with 134,281 pairs from IEDB. (1) The peptide sequence is LLENLQAYQKRMGVQMQRFK. The MHC is DRB1_0401 with pseudo-sequence DRB1_0401. The binding affinity (normalized) is 0.380. (2) The peptide sequence is SQDVELSWNLNGLQAY. The MHC is HLA-DQA10101-DQB10501 with pseudo-sequence HLA-DQA10101-DQB10501. The binding affinity (normalized) is 0.584. (3) The peptide sequence is IGKMFEATARGARRM. The MHC is DRB1_0701 with pseudo-sequence DRB1_0701. The binding affinity (normalized) is 0.474. (4) The peptide sequence is AAGGWDSLAAELATT. The MHC is HLA-DPA10103-DPB10401 with pseudo-sequence HLA-DPA10103-DPB10401. The binding affinity (normalized) is 0.0532.